This data is from Full USPTO retrosynthesis dataset with 1.9M reactions from patents (1976-2016). The task is: Predict the reactants needed to synthesize the given product. (1) Given the product [Cl:18][C:19]1[CH:28]=[CH:27][C:26]2[N:25]=[C:24]3[CH2:29][CH2:30][CH2:31][C:23]3=[C:22]([N:4]3[C:5]4[C:10](=[CH:9][CH:8]=[C:7]([N:11]5[CH2:16][CH2:15][O:14][CH2:13][CH2:12]5)[CH:6]=4)[C:2]([CH3:17])([CH3:1])[CH2:3]3)[C:21]=2[CH:20]=1, predict the reactants needed to synthesize it. The reactants are: [CH3:1][C:2]1([CH3:17])[C:10]2[C:5](=[CH:6][C:7]([N:11]3[CH2:16][CH2:15][O:14][CH2:13][CH2:12]3)=[CH:8][CH:9]=2)[NH:4][CH2:3]1.[Cl:18][C:19]1[CH:28]=[CH:27][C:26]2[N:25]=[C:24]3[CH2:29][CH2:30][CH2:31][C:23]3=[C:22](Cl)[C:21]=2[CH:20]=1.C(=O)([O-])[O-].[Cs+].[Cs+].C1C=CC(P(C2C(C3C(P(C4C=CC=CC=4)C4C=CC=CC=4)=CC=C4C=3C=CC=C4)=C3C(C=CC=C3)=CC=2)C2C=CC=CC=2)=CC=1. (2) Given the product [NH2:17][C@H:16]1[C@@H:13]2[CH2:12][CH2:11][CH2:10][C@H:9]1[C@@H:8]([C:5]1[CH:4]=[CH:3][C:2]([O:1][CH2:61][CH2:60][CH2:59][C:51]3[S:50][C:49]([N:46]4[CH2:45][CH2:44][C:43]5[C:48](=[C:39]([C:37](=[O:38])[NH:36][C:28]6[S:27][C:31]7[CH:32]=[CH:33][CH:34]=[CH:35][C:30]=7[N:29]=6)[CH:40]=[CH:41][CH:42]=5)[CH2:47]4)=[N:53][C:52]=3[C:54]([OH:56])=[O:55])=[CH:7][CH:6]=1)[CH2:15][CH2:14]2, predict the reactants needed to synthesize it. The reactants are: [OH:1][C:2]1[CH:7]=[CH:6][C:5]([C@H:8]2[CH2:15][CH2:14][C@@H:13]3[C@H:16]([NH:17]C(=O)OC(C)(C)C)[C@H:9]2[CH2:10][CH2:11][CH2:12]3)=[CH:4][CH:3]=1.[H-].[Na+].[S:27]1[C:31]2[CH:32]=[CH:33][CH:34]=[CH:35][C:30]=2[N:29]=[C:28]1[NH:36][C:37]([C:39]1[CH:40]=[CH:41][CH:42]=[C:43]2[C:48]=1[CH2:47][N:46]([C:49]1[S:50][C:51]([CH2:59][CH2:60][CH2:61]I)=[C:52]([C:54]([O:56]CC)=[O:55])[N:53]=1)[CH2:45][CH2:44]2)=[O:38].Cl.[OH-].[Na+]. (3) Given the product [Br:1][C:24]1[CH:23]=[C:22]([C:25]([O:27][CH3:28])=[O:26])[C:21]([O:29][CH:30]([CH3:32])[CH3:31])=[CH:20][C:19]=1[C:16]1[CH:15]=[CH:14][C:13]([F:12])=[CH:18][CH:17]=1, predict the reactants needed to synthesize it. The reactants are: [Br:1]N1C(=O)NC(=O)N(Br)C1=O.[F:12][C:13]1[CH:18]=[CH:17][C:16]([C:19]2[CH:24]=[CH:23][C:22]([C:25]([O:27][CH3:28])=[O:26])=[C:21]([O:29][CH:30]([CH3:32])[CH3:31])[CH:20]=2)=[CH:15][CH:14]=1.CN(C=O)C. (4) Given the product [CH:24]([O:27][C:28](=[O:32])[CH:29]([NH:30][P:18]([O:1][C:2]1[CH:7]=[CH:6][C:5]([C:8]2[CH:13]=[CH:12][C:11]([C:14]([F:15])([F:16])[F:17])=[CH:10][CH:9]=2)=[CH:4][CH:3]=1)([O:53][CH2:52][C@@H:49]1[C@@H:50]([OH:51])[C@:46]([F:45])([CH3:62])[C@H:47]([N:54]2[CH:61]=[CH:60][C:58](=[O:59])[NH:57][C:55]2=[O:56])[O:48]1)=[O:19])[CH3:31])([CH3:26])[CH3:25], predict the reactants needed to synthesize it. The reactants are: [OH:1][C:2]1[CH:7]=[CH:6][C:5]([C:8]2[CH:13]=[CH:12][C:11]([C:14]([F:17])([F:16])[F:15])=[CH:10][CH:9]=2)=[CH:4][CH:3]=1.[P:18](Cl)(Cl)(Cl)=[O:19].Cl.[CH:24]([O:27][C:28](=[O:32])[C@H:29]([CH3:31])[NH2:30])([CH3:26])[CH3:25].FC1C(O)=C(F)C(F)=C(F)C=1F.[F:45][C@:46]1([CH3:62])[C@H:50]([OH:51])[C@@H:49]([CH2:52][OH:53])[O:48][C@H:47]1[N:54]1[CH:61]=[CH:60][C:58](=[O:59])[NH:57][C:55]1=[O:56]. (5) Given the product [Br:1][C:2]1[N:6]([S:41]([C:37]2[CH:36]=[N:35][CH:40]=[CH:39][CH:38]=2)(=[O:43])=[O:42])[CH:5]=[C:4]([CH2:7][N:8]([CH3:16])[C:9](=[O:15])[O:10][C:11]([CH3:12])([CH3:13])[CH3:14])[CH:3]=1, predict the reactants needed to synthesize it. The reactants are: [Br:1][C:2]1[NH:6][CH:5]=[C:4]([CH2:7][N:8]([CH3:16])[C:9](=[O:15])[O:10][C:11]([CH3:14])([CH3:13])[CH3:12])[CH:3]=1.[H-].[Na+].C1OCCOCCOCCOCCOC1.Cl.[N:35]1[CH:40]=[CH:39][CH:38]=[C:37]([S:41](Cl)(=[O:43])=[O:42])[CH:36]=1.